Dataset: Catalyst prediction with 721,799 reactions and 888 catalyst types from USPTO. Task: Predict which catalyst facilitates the given reaction. (1) Reactant: C(O[C:6](=O)[N:7]([C@H:9]([C:11](=[O:41])[NH:12][C@@H:13]1[C:19](=[O:20])[N:18]([CH2:21][C:22]2[C:31]3[C:26](=[CH:27][C:28]([C:32](=[O:34])[CH3:33])=[CH:29][CH:30]=3)[CH:25]=[CH:24][C:23]=2[O:35][CH3:36])[C:17]2[CH:37]=[CH:38][CH:39]=[CH:40][C:16]=2[CH2:15][CH2:14]1)[CH3:10])C)(C)(C)C.[BH4-].[Na+].CCO. Product: [OH:34][CH:32]([C:28]1[CH:27]=[C:26]2[C:31](=[CH:30][CH:29]=1)[C:22]([CH2:21][N:18]1[C:19](=[O:20])[C@@H:13]([NH:12][C:11](=[O:41])[C@@H:9]([NH:7][CH3:6])[CH3:10])[CH2:14][CH2:15][C:16]3[CH:40]=[CH:39][CH:38]=[CH:37][C:17]1=3)=[C:23]([O:35][CH3:36])[CH:24]=[CH:25]2)[CH3:33]. The catalyst class is: 6. (2) Reactant: [C:1]1([CH2:7][CH2:8][CH2:9][C@H:10]([C@H:14]([OH:16])[CH3:15])[C:11]([OH:13])=O)[CH:6]=[CH:5][CH:4]=[CH:3][CH:2]=1.[O:17]1[CH2:22][CH2:21][CH2:20][CH2:19][CH:18]1[O:23][NH2:24].C(Cl)CCl. Product: [O:17]1[CH2:22][CH2:21][CH2:20][CH2:19][CH:18]1[O:23][NH:24][C:11](=[O:13])[C@H:10]([CH2:9][CH2:8][CH2:7][C:1]1[CH:2]=[CH:3][CH:4]=[CH:5][CH:6]=1)[C@H:14]([OH:16])[CH3:15]. The catalyst class is: 4. (3) Reactant: [NH2:1][C:2]1[N:7]=[C:6]([C@:8]2([CH3:27])[C@@H:13]([F:14])[C@H:12]([C:15]([F:18])([F:17])[F:16])[O:11][C:10]([NH:19][C:20](=[O:26])[O:21][C:22]([CH3:25])([CH3:24])[CH3:23])=[N:9]2)[C:5]([F:28])=[CH:4][CH:3]=1.[C:29]([C:31]1[CH:32]=[CH:33][C:34]([C:37](O)=[O:38])=[N:35][CH:36]=1)#[N:30].CCOC(C)=O. Product: [C:29]([C:31]1[CH:32]=[CH:33][C:34]([C:37]([NH:1][C:2]2[N:7]=[C:6]([C@:8]3([CH3:27])[C@@H:13]([F:14])[C@H:12]([C:15]([F:18])([F:16])[F:17])[O:11][C:10]([NH:19][C:20](=[O:26])[O:21][C:22]([CH3:24])([CH3:23])[CH3:25])=[N:9]3)[C:5]([F:28])=[CH:4][CH:3]=2)=[O:38])=[N:35][CH:36]=1)#[N:30]. The catalyst class is: 194. (4) The catalyst class is: 20. Reactant: [F:1][C:2]1[CH:3]=[C:4]2[C:8](=[CH:9][CH:10]=1)[NH:7][C:6](=[O:11])[CH2:5]2.[Li+].C[Si]([N-][Si](C)(C)C)(C)C.C1COCC1.O=[C:28]1[C:36]2[C:31](=[CH:32][C:33]([CH2:37][CH2:38][C:39]([OH:41])=[O:40])=[CH:34][CH:35]=2)[CH2:30][O:29]1.S(=O)(=O)(O)O. Product: [F:1][C:2]1[CH:3]=[C:4]2[C:8](=[CH:9][CH:10]=1)[NH:7][C:6](=[O:11])[C:5]2=[C:28]1[C:36]2[C:31](=[CH:32][C:33]([CH2:37][CH2:38][C:39]([OH:41])=[O:40])=[CH:34][CH:35]=2)[CH2:30][O:29]1. (5) Reactant: C(O)(=O)[C@@H](C1C=CC=CC=1)O.[NH2:12][C@H:13]([CH2:19][C:20]1[CH:25]=[C:24]([F:26])[C:23]([F:27])=[CH:22][C:21]=1[F:28])[CH2:14][C:15]([O:17][CH3:18])=[O:16].C([O-])([O-])=O.[Na+].[Na+]. Product: [NH2:12][C@H:13]([CH2:19][C:20]1[CH:25]=[C:24]([F:26])[C:23]([F:27])=[CH:22][C:21]=1[F:28])[CH2:14][C:15]([O:17][CH3:18])=[O:16]. The catalyst class is: 6. (6) Reactant: [F:1][C:2]1[CH:9]=[C:8]([OH:10])[C:7]([CH:11]2[C:19]3[C:14](=[CH:15][CH:16]=[CH:17][CH:18]=3)[N:13]([CH2:20][C:21]3[CH:26]=[CH:25][C:24]([O:27][CH3:28])=[CH:23][CH:22]=3)[C:12]2=[O:29])=[CH:6][C:3]=1[C:4]#[N:5].Cl[CH2:31]I.C(=O)([O-])[O-].[Cs+].[Cs+]. Product: [F:1][C:2]1[C:3]([C:4]#[N:5])=[CH:6][C:7]2[C:11]3([CH2:31][O:10][C:8]=2[CH:9]=1)[C:19]1[C:14](=[CH:15][CH:16]=[CH:17][CH:18]=1)[N:13]([CH2:20][C:21]1[CH:22]=[CH:23][C:24]([O:27][CH3:28])=[CH:25][CH:26]=1)[C:12]3=[O:29]. The catalyst class is: 213. (7) Reactant: O[C@@H:2]([C@H:4]1[CH2:8][O:7][C:6](=[O:9])[N:5]1[CH2:10][C:11]1[CH:16]=[CH:15][C:14]([O:17][CH3:18])=[CH:13][CH:12]=1)[CH3:3].C(N(CC)CC)C.[F:26]C(F)(S(F)(=O)=O)C(F)(F)C(F)(F)C(F)(F)F. The catalyst class is: 144. Product: [F:26][C@H:2]([C@H:4]1[CH2:8][O:7][C:6](=[O:9])[N:5]1[CH2:10][C:11]1[CH:16]=[CH:15][C:14]([O:17][CH3:18])=[CH:13][CH:12]=1)[CH3:3]. (8) Reactant: C1(P(C2C=CC=CC=2)C2C=CC=CC=2)C=CC=CC=1.CCN(C(C)C)C(C)C.[C:29]([O:32][C:33]([CH3:68])([CH3:67])[C:34]([NH:36][NH:37][C:38]([C:40]1[CH:41]=[C:42]([C:46]2[CH:47]=[N:48][C:49]([NH:61][C:62]([NH:64][CH2:65][CH3:66])=[O:63])=[CH:50][C:51]=2[C:52]2[S:53][CH:54]=[C:55]([C:57]([F:60])([F:59])[F:58])[N:56]=2)[CH:43]=[N:44][CH:45]=1)=O)=[O:35])(=[O:31])[CH3:30].C(Cl)(Cl)(Cl)Cl. The catalyst class is: 10. Product: [C:29]([O:32][C:33]([C:34]1[O:35][C:38]([C:40]2[CH:41]=[C:42]([C:46]3[CH:47]=[N:48][C:49]([NH:61][C:62]([NH:64][CH2:65][CH3:66])=[O:63])=[CH:50][C:51]=3[C:52]3[S:53][CH:54]=[C:55]([C:57]([F:59])([F:58])[F:60])[N:56]=3)[CH:43]=[N:44][CH:45]=2)=[N:37][N:36]=1)([CH3:67])[CH3:68])(=[O:31])[CH3:30].